From a dataset of Peptide-MHC class I binding affinity with 185,985 pairs from IEDB/IMGT. Regression. Given a peptide amino acid sequence and an MHC pseudo amino acid sequence, predict their binding affinity value. This is MHC class I binding data. (1) The peptide sequence is DQLVFNSISA. The MHC is HLA-A68:02 with pseudo-sequence HLA-A68:02. The binding affinity (normalized) is 0.230. (2) The binding affinity (normalized) is 0.694. The peptide sequence is KTDFGFYQVK. The MHC is HLA-A03:01 with pseudo-sequence HLA-A03:01.